From a dataset of Forward reaction prediction with 1.9M reactions from USPTO patents (1976-2016). Predict the product of the given reaction. (1) Given the reactants [CH3:1][S:2]([C:5]1[CH:31]=[CH:30][C:8]([O:9][C:10]2[CH:11]=[C:12]3[C:16](=[C:17]([O:19][CH2:20][CH:21]4[CH2:26][CH2:25][O:24][CH2:23][CH2:22]4)[CH:18]=2)[NH:15][C:14]([C:27]([NH2:29])=O)=[CH:13]3)=[CH:7][CH:6]=1)(=[O:4])=[O:3].COC1C=CC(P2(SP(C3C=CC(OC)=CC=3)(=S)S2)=[S:41])=CC=1.[C:54]([O:59][CH2:60][CH3:61])(=[O:58])[C:55]#[C:56][CH3:57], predict the reaction product. The product is: [CH3:1][S:2]([C:5]1[CH:31]=[CH:30][C:8]([O:9][C:10]2[CH:11]=[C:12]3[C:16](=[C:17]([O:19][CH2:20][CH:21]4[CH2:22][CH2:23][O:24][CH2:25][CH2:26]4)[CH:18]=2)[NH:15][C:14]([C:27]2[S:41][CH:56]([CH2:55][C:54]([O:59][CH2:60][CH3:61])=[O:58])[CH2:57][N:29]=2)=[CH:13]3)=[CH:7][CH:6]=1)(=[O:4])=[O:3]. (2) Given the reactants [Zn:1].II.[Br:4][CH2:5][CH:6]1[CH2:11][CH2:10][C:9]([F:13])([F:12])[CH2:8][CH2:7]1, predict the reaction product. The product is: [Br-:4].[F:12][C:9]1([F:13])[CH2:10][CH2:11][CH:6]([CH2:5][Zn+:1])[CH2:7][CH2:8]1. (3) Given the reactants Cl[CH:2]([CH3:17])[C:3]([C:5]1[CH:6]=[CH:7][C:8]2[NH:14][C:13](=[O:15])[CH2:12][CH2:11][CH2:10][C:9]=2[CH:16]=1)=[O:4].[OH:18][C:19]1([C:25]2[S:26][CH:27]=[CH:28][CH:29]=2)[CH2:24][CH2:23][NH:22][CH2:21][CH2:20]1.[I-].[Na+].C(N(CC)CC)C, predict the reaction product. The product is: [OH:18][C:19]1([C:25]2[S:26][CH:27]=[CH:28][CH:29]=2)[CH2:20][CH2:21][N:22]([CH:2]([CH3:17])[C:3]([C:5]2[CH:6]=[CH:7][C:8]3[NH:14][C:13](=[O:15])[CH2:12][CH2:11][CH2:10][C:9]=3[CH:16]=2)=[O:4])[CH2:23][CH2:24]1. (4) Given the reactants [CH3:1][C:2]1[N:3]=[CH:4][S:5][C:6]=1[CH:7](O)[CH3:8].C1(P(C2C=CC=CC=2)C2C=CC=CC=2)C=CC=CC=1.[Br:29]N1C(=O)CCC1=O, predict the reaction product. The product is: [Br:29][CH2:8][CH2:7][C:6]1[S:5][CH:4]=[N:3][C:2]=1[CH3:1].